From a dataset of Forward reaction prediction with 1.9M reactions from USPTO patents (1976-2016). Predict the product of the given reaction. (1) The product is: [C:5]1([C@H:8]([NH2:9])[CH3:13])[CH:6]=[CH:7][CH:2]=[CH:3][CH:4]=1.[F:1][C:2]1[CH:7]=[CH:6][C:5]([C:8]2[C:13](/[CH:14]=[CH:15]/[C@@H:16]([OH:21])[CH2:17][C:18]([OH:20])=[O:19])=[C:12]([CH:22]([CH3:24])[CH3:23])[N:11]=[C:10]([N:25]([CH3:30])[S:26]([CH3:29])(=[O:28])=[O:27])[N:9]=2)=[CH:4][CH:3]=1. Given the reactants [F:1][C:2]1[CH:7]=[CH:6][C:5]([C:8]2[C:13](/[CH:14]=[CH:15]/[CH:16]([OH:21])[CH2:17][C:18]([OH:20])=[O:19])=[C:12]([CH:22]([CH3:24])[CH3:23])[N:11]=[C:10]([N:25]([CH3:30])[S:26]([CH3:29])(=[O:28])=[O:27])[N:9]=2)=[CH:4][CH:3]=1, predict the reaction product. (2) Given the reactants [NH2:1][CH:2]([CH2:24][C:25]1[CH:30]=[CH:29][C:28]([O:31][C:32]([CH3:35])([CH3:34])[CH3:33])=[CH:27][CH:26]=1)[C:3]([N:5]([CH2:16][CH:17]([O:21][CH2:22][CH3:23])[O:18][CH2:19][CH3:20])[CH2:6][C:7]1[CH:8]=[CH:9][CH:10]=[C:11]2[C:15]=1[NH:14][N:13]=[CH:12]2)=[O:4].[CH2:36]([NH:43][C:44](=[O:52])[NH:45][C@H:46]([CH3:51])[CH2:47][C:48](O)=[O:49])[C:37]1[CH:42]=[CH:41][CH:40]=[CH:39][CH:38]=1.CCN=C=NCCCN(C)C.C1C=CC2N(O)N=NC=2C=1.CCN(C(C)C)C(C)C, predict the reaction product. The product is: [CH2:36]([NH:43][C:44](=[O:52])[NH:45][CH:46]([CH3:51])[CH2:47][C:48]([NH:1][CH:2]([C:3](=[O:4])[N:5]([CH2:16][CH:17]([O:21][CH2:22][CH3:23])[O:18][CH2:19][CH3:20])[CH2:6][C:7]1[CH:8]=[CH:9][CH:10]=[C:11]2[C:15]=1[NH:14][N:13]=[CH:12]2)[CH2:24][C:25]1[CH:30]=[CH:29][C:28]([O:31][C:32]([CH3:33])([CH3:35])[CH3:34])=[CH:27][CH:26]=1)=[O:49])[C:37]1[CH:42]=[CH:41][CH:40]=[CH:39][CH:38]=1.